From a dataset of Reaction yield outcomes from USPTO patents with 853,638 reactions. Predict the reaction yield, written as a fraction of the theoretical maximum amount of product (1.0 means a 100% yield; for example, 0.34 means a 34% yield). (1) The reactants are B(Br)(Br)Br.[F:5][C:6]([F:29])([F:28])[C:7]([N:9]1[CH2:18][CH2:17][C:16]2[C:11](=[CH:12][CH:13]=[C:14]([O:19]C)[CH:15]=2)[CH:10]1[C:21]1[CH:26]=[CH:25][C:24]([I:27])=[CH:23][CH:22]=1)=[O:8].CO. The catalyst is C(Cl)Cl. The product is [F:29][C:6]([F:5])([F:28])[C:7]([N:9]1[CH2:18][CH2:17][C:16]2[C:11](=[CH:12][CH:13]=[C:14]([OH:19])[CH:15]=2)[CH:10]1[C:21]1[CH:26]=[CH:25][C:24]([I:27])=[CH:23][CH:22]=1)=[O:8]. The yield is 0.830. (2) The yield is 0.950. The catalyst is CCO. The product is [CH3:4][C:2]([Si:5]([CH3:27])([CH3:26])[O:6][C@H:7]1[C@@H:12]([N:13]2[CH2:17][CH2:16][CH2:15][C:14]2=[O:18])[CH2:11][CH2:10][NH:9][CH2:8]1)([CH3:1])[CH3:3]. The reactants are [CH3:1][C:2]([Si:5]([CH3:27])([CH3:26])[O:6][C@H:7]1[C@@H:12]([N:13]2[CH2:17][CH2:16][CH2:15][C:14]2=[O:18])[CH2:11][CH2:10][N:9](CC2C=CC=CC=2)[CH2:8]1)([CH3:4])[CH3:3]. (3) The reactants are [Br:1][C:2]1[CH:3]=[CH:4][C:5]([O:10][CH2:11][CH3:12])=[C:6]([CH:9]=1)[CH:7]=O.[C:13]([NH:16][NH2:17])([NH2:15])=[NH:14].[ClH:18]. No catalyst specified. The product is [ClH:18].[Br:1][C:2]1[CH:3]=[CH:4][C:5]([O:10][CH2:11][CH3:12])=[C:6]([CH:9]=1)[CH:7]=[N:17][NH:16][C:13]([NH2:15])=[NH:14]. The yield is 0.590. (4) The reactants are [H-].[Na+].[Br:3][C:4]1[C:5](=[O:21])[NH:6][C:7]([CH3:20])=[CH:8][C:9]=1[O:10][CH2:11][C:12]1[CH:17]=[CH:16][C:15]([F:18])=[CH:14][C:13]=1[F:19].[Br:22][C:23]1[CH:32]=[CH:31][C:30]([CH2:33]Br)=[CH:29][C:24]=1[C:25]([O:27][CH3:28])=[O:26].O. The catalyst is O1CCOCC1. The product is [Br:22][C:23]1[CH:32]=[CH:31][C:30]([CH2:33][N:6]2[C:7]([CH3:20])=[CH:8][C:9]([O:10][CH2:11][C:12]3[CH:17]=[CH:16][C:15]([F:18])=[CH:14][C:13]=3[F:19])=[C:4]([Br:3])[C:5]2=[O:21])=[CH:29][C:24]=1[C:25]([O:27][CH3:28])=[O:26]. The yield is 0.480. (5) The reactants are [PH:1](=O)([O-:9])[O:2][C:3]1C=CC=CC=1.C(O[C:14](=[O:19])[CH:15](O)[CH2:16][CH3:17])C.[CH:29]1(N=C=N[CH:29]2[CH2:34][CH2:33][CH2:32][CH2:31][CH2:30]2)[CH2:34][CH2:33][CH2:32][CH2:31][CH2:30]1.N1C=C[CH:38]=[CH:37][CH:36]=1. The catalyst is C(OCC)(=O)C. The product is [CH2:3]([O:2][PH:1](=[O:9])[O:19][CH2:14][C:15]1[CH:16]=[CH:17][CH:38]=[CH:37][CH:36]=1)[C:29]1[CH:30]=[CH:31][CH:32]=[CH:33][CH:34]=1. The yield is 0.520.